Dataset: Full USPTO retrosynthesis dataset with 1.9M reactions from patents (1976-2016). Task: Predict the reactants needed to synthesize the given product. Given the product [CH3:6][O:7][C:8](=[O:12])[C:9]([C:10]#[N:11])=[CH:1][CH:2]([CH3:4])[CH3:3], predict the reactants needed to synthesize it. The reactants are: [CH:1](=O)[CH:2]([CH3:4])[CH3:3].[CH3:6][O:7][C:8](=[O:12])[CH2:9][C:10]#[N:11].[OH-].[NH4+].C(O)(=O)C.